Dataset: NCI-60 drug combinations with 297,098 pairs across 59 cell lines. Task: Regression. Given two drug SMILES strings and cell line genomic features, predict the synergy score measuring deviation from expected non-interaction effect. (1) Drug 1: C1CCN(CC1)CCOC2=CC=C(C=C2)C(=O)C3=C(SC4=C3C=CC(=C4)O)C5=CC=C(C=C5)O. Drug 2: C1=NC2=C(N=C(N=C2N1C3C(C(C(O3)CO)O)F)Cl)N. Cell line: HOP-62. Synergy scores: CSS=41.5, Synergy_ZIP=2.54, Synergy_Bliss=1.36, Synergy_Loewe=-25.4, Synergy_HSA=-2.09. (2) Drug 1: COCCOC1=C(C=C2C(=C1)C(=NC=N2)NC3=CC=CC(=C3)C#C)OCCOC. Drug 2: CNC(=O)C1=NC=CC(=C1)OC2=CC=C(C=C2)NC(=O)NC3=CC(=C(C=C3)Cl)C(F)(F)F. Cell line: OVCAR3. Synergy scores: CSS=64.1, Synergy_ZIP=2.41, Synergy_Bliss=1.59, Synergy_Loewe=-6.07, Synergy_HSA=-1.61. (3) Drug 1: CC1=CC2C(CCC3(C2CCC3(C(=O)C)OC(=O)C)C)C4(C1=CC(=O)CC4)C. Drug 2: C1C(C(OC1N2C=NC3=C(N=C(N=C32)Cl)N)CO)O. Cell line: SK-OV-3. Synergy scores: CSS=0.693, Synergy_ZIP=0.748, Synergy_Bliss=0.283, Synergy_Loewe=0.183, Synergy_HSA=-0.439. (4) Cell line: HOP-92. Synergy scores: CSS=8.85, Synergy_ZIP=3.41, Synergy_Bliss=8.03, Synergy_Loewe=2.01, Synergy_HSA=3.18. Drug 1: C1=CC(=CC=C1C#N)C(C2=CC=C(C=C2)C#N)N3C=NC=N3. Drug 2: COCCOC1=C(C=C2C(=C1)C(=NC=N2)NC3=CC=CC(=C3)C#C)OCCOC.Cl. (5) Synergy scores: CSS=39.2, Synergy_ZIP=2.18, Synergy_Bliss=-1.27, Synergy_Loewe=-1.88, Synergy_HSA=0.0787. Drug 2: C1C(C(OC1N2C=NC(=NC2=O)N)CO)O. Cell line: PC-3. Drug 1: CN(CC1=CN=C2C(=N1)C(=NC(=N2)N)N)C3=CC=C(C=C3)C(=O)NC(CCC(=O)O)C(=O)O. (6) Drug 1: C1=CC(=C2C(=C1NCCNCCO)C(=O)C3=C(C=CC(=C3C2=O)O)O)NCCNCCO. Drug 2: C1=NC2=C(N=C(N=C2N1C3C(C(C(O3)CO)O)F)Cl)N. Cell line: UACC62. Synergy scores: CSS=46.3, Synergy_ZIP=-1.54, Synergy_Bliss=-2.12, Synergy_Loewe=-2.05, Synergy_HSA=1.84. (7) Drug 1: CC12CCC3C(C1CCC2=O)CC(=C)C4=CC(=O)C=CC34C. Drug 2: C1=C(C(=O)NC(=O)N1)N(CCCl)CCCl. Cell line: 786-0. Synergy scores: CSS=56.1, Synergy_ZIP=0.176, Synergy_Bliss=0.525, Synergy_Loewe=1.57, Synergy_HSA=2.10.